Dataset: Reaction yield outcomes from USPTO patents with 853,638 reactions. Task: Predict the reaction yield, written as a fraction of the theoretical maximum amount of product (1.0 means a 100% yield; for example, 0.34 means a 34% yield). (1) The product is [CH3:1][C:2]1[O:6][C:5]([C:7]2[CH:8]=[CH:9][C:10]([C:11]([NH:65][CH2:64][C:60]3[CH:59]=[N:58][CH:63]=[CH:62][CH:61]=3)=[O:13])=[CH:14][CH:15]=2)=[N:4][C:3]=1[CH2:16][S:17]([C:20]1[CH:25]=[CH:24][C:23]([C:26]([F:29])([F:28])[F:27])=[CH:22][CH:21]=1)(=[O:18])=[O:19]. The catalyst is CN(C)C=O. The yield is 0.390. The reactants are [CH3:1][C:2]1[O:6][C:5]([C:7]2[CH:15]=[CH:14][C:10]([C:11]([OH:13])=O)=[CH:9][CH:8]=2)=[N:4][C:3]=1[CH2:16][S:17]([C:20]1[CH:25]=[CH:24][C:23]([C:26]([F:29])([F:28])[F:27])=[CH:22][CH:21]=1)(=[O:19])=[O:18].CCN=C=NCCCN(C)C.C1C=CC2N(O)N=NC=2C=1.C(N(CC)CC)C.[N:58]1[CH:63]=[CH:62][CH:61]=[C:60]([CH2:64][NH2:65])[CH:59]=1. (2) The reactants are [N:1]([CH2:4][C@H:5]1[CH2:10][NH:9][C:8]2[CH:11]=[CH:12][CH:13]=[C:14](Br)[C:7]=2[O:6]1)=[N+:2]=[N-:3].[Cl:16][C:17]1[CH:22]=[CH:21][CH:20]=[CH:19][C:18]=1B(O)O. No catalyst specified. The product is [N:1]([CH2:4][C@H:5]1[CH2:10][NH:9][C:8]2[CH:11]=[CH:12][CH:13]=[C:14]([C:18]3[CH:19]=[CH:20][CH:21]=[CH:22][C:17]=3[Cl:16])[C:7]=2[O:6]1)=[N+:2]=[N-:3]. The yield is 0.930. (3) The reactants are [OH-].[Na+].[NH:3]=[C:4]1[CH:9]=[C:8]([CH3:10])[CH:7]=[C:6]([CH3:11])[N:5]1[NH2:12].[C:13](OC)(=O)[CH2:14][OH:15]. The catalyst is C(O)C. The product is [CH3:11][C:6]1[N:5]2[N:12]=[C:13]([CH2:14][OH:15])[N:3]=[C:4]2[CH:9]=[C:8]([CH3:10])[CH:7]=1. The yield is 0.100. (4) The reactants are P(Cl)(Cl)(Cl)=O.[C:6]([O:9][CH2:10][CH:11]([NH:26][C:27](=O)[C:28]1[CH:33]=[CH:32][CH:31]=[CH:30][CH:29]=1)[CH2:12][C:13]1[CH:14]=[C:15]([O:24][CH3:25])[C:16]2[O:20][C:19]([CH3:22])([CH3:21])[CH2:18][C:17]=2[CH:23]=1)(=[O:8])[CH3:7].O.N. The catalyst is C(#N)C. The product is [C:6]([O:9][CH2:10][CH:11]1[CH2:12][C:13]2[C:23](=[C:17]3[CH2:18][C:19]([CH3:22])([CH3:21])[O:20][C:16]3=[C:15]([O:24][CH3:25])[CH:14]=2)[C:27]([C:28]2[CH:29]=[CH:30][CH:31]=[CH:32][CH:33]=2)=[N:26]1)(=[O:8])[CH3:7]. The yield is 0.820. (5) The product is [F:20][C@H:21]1[CH2:23][C@H:22]1[C:24]([NH:18][C:13]1[N:14]=[CH:15][C:16]2[C:11]([CH:12]=1)=[CH:10][CH:9]=[C:8]([C:4]1[CH:5]=[N:6][CH:7]=[C:2]([F:1])[C:3]=1[CH3:19])[CH:17]=2)=[O:25]. The catalyst is CN(C)C1C=CN=CC=1.C(OCC)(=O)C. The yield is 0.570. The reactants are [F:1][C:2]1[C:3]([CH3:19])=[C:4]([C:8]2[CH:17]=[C:16]3[C:11]([CH:12]=[C:13]([NH2:18])[N:14]=[CH:15]3)=[CH:10][CH:9]=2)[CH:5]=[N:6][CH:7]=1.[F:20][C@H:21]1[CH2:23][C@H:22]1[C:24](O)=[O:25].F[P-](F)(F)(F)(F)F.N1(O[P+](N2CCCC2)(N2CCCC2)N2CCCC2)C2N=CC=CC=2N=N1.C(N(CC)C(C)C)(C)C.CN(C)C=O. (6) The reactants are [Cl:1][C:2]1[CH:7]=[CH:6][C:5]([S:8]([NH:11][C@@H:12]2[CH2:16][CH2:15][CH2:14][C@H:13]2[CH2:17][OH:18])(=[O:10])=[O:9])=[CH:4][CH:3]=1.C(=O)([O-])[O-].[Cs+].[Cs+].Br[CH2:26][C:27]1[CH:32]=[CH:31][C:30]([C:33]#[N:34])=[CH:29][CH:28]=1.C(OCC)(=O)C. The catalyst is CN(C)C=O. The product is [Cl:1][C:2]1[CH:7]=[CH:6][C:5]([S:8]([N:11]([CH2:26][C:27]2[CH:32]=[CH:31][C:30]([C:33]#[N:34])=[CH:29][CH:28]=2)[C@@H:12]2[CH2:16][CH2:15][CH2:14][C@H:13]2[CH2:17][OH:18])(=[O:9])=[O:10])=[CH:4][CH:3]=1. The yield is 0.810.